From a dataset of Catalyst prediction with 721,799 reactions and 888 catalyst types from USPTO. Predict which catalyst facilitates the given reaction. (1) Reactant: [Cl:1][C:2]1[N:7]=[C:6]([C:8]([OH:10])=O)[CH:5]=[CH:4][N:3]=1.Cl.[CH3:12][O:13][NH:14][CH3:15].C(N(CC)CC)C.F[P-](F)(F)(F)(F)F.N1(O[P+](N2CCCC2)(N2CCCC2)N2CCCC2)C2C=CC=CC=2N=N1. Product: [Cl:1][C:2]1[N:7]=[C:6]([C:8]([N:14]([O:13][CH3:12])[CH3:15])=[O:10])[CH:5]=[CH:4][N:3]=1. The catalyst class is: 317. (2) Reactant: [S:1]1[C:5]2[CH:6]=[CH:7][CH:8]=[CH:9][C:4]=2[C:3]([CH2:10][CH2:11][N:12]2[CH2:17][CH:16]=[C:15]([C:18]3[C:26]4[C:21](=[CH:22][CH:23]=[CH:24][CH:25]=4)[NH:20][CH:19]=3)[CH2:14][CH2:13]2)=[CH:2]1.[CH3:27][CH2:28][CH2:29]CCC.C(Br)C=C. Product: [S:1]1[C:5]2[CH:6]=[CH:7][CH:8]=[CH:9][C:4]=2[C:3]([CH2:10][CH2:11][N:12]2[CH2:13][CH:14]=[C:15]([C:18]3[C:26]4[C:21](=[CH:22][CH:23]=[CH:24][CH:25]=4)[N:20]([CH2:29][CH:28]=[CH2:27])[CH:19]=3)[CH2:16][CH2:17]2)=[CH:2]1. The catalyst class is: 1. (3) Reactant: [Br:1][C:2]1[CH:11]=[C:10]2[C:5]([C:6]([NH:12][C:13]3[CH:24]=[CH:23][C:22]([F:25])=[CH:21][C:14]=3[O:15][C@H:16]([CH3:20])[C:17](O)=[O:18])=[N:7][CH:8]=[N:9]2)=[C:4]([F:26])[CH:3]=1.CCN(C(C)C)C(C)C.[F:36][C:37]([F:41])([F:40])[CH2:38][NH2:39].CN(C(ON1N=NC2C=CC=NC1=2)=[N+](C)C)C.F[P-](F)(F)(F)(F)F. The catalyst class is: 136. Product: [Br:1][C:2]1[CH:11]=[C:10]2[C:5]([C:6]([NH:12][C:13]3[CH:24]=[CH:23][C:22]([F:25])=[CH:21][C:14]=3[O:15][C@H:16]([CH3:20])[C:17]([NH:39][CH2:38][C:37]([F:41])([F:40])[F:36])=[O:18])=[N:7][CH:8]=[N:9]2)=[C:4]([F:26])[CH:3]=1. (4) Reactant: [N:1]1[CH:6]=[CH:5][CH:4]=[C:3]([NH:7][C:8](=[O:15])OCC(Cl)(Cl)Cl)[CH:2]=1.Cl.Cl.[F:18][C:19]1[C:24]([F:25])=[CH:23][CH:22]=[CH:21][C:20]=1[C:26]1[CH:31]=[CH:30][N:29]=[C:28]([N:32]2[CH2:37][CH2:36][NH:35][CH2:34][CH2:33]2)[N:27]=1. Product: [F:18][C:19]1[C:24]([F:25])=[CH:23][CH:22]=[CH:21][C:20]=1[C:26]1[CH:31]=[CH:30][N:29]=[C:28]([N:32]2[CH2:37][CH2:36][N:35]([C:8]([NH:7][C:3]3[CH:2]=[N:1][CH:6]=[CH:5][CH:4]=3)=[O:15])[CH2:34][CH2:33]2)[N:27]=1. The catalyst class is: 188. (5) Reactant: P(Br)(Br)[Br:2].[F:5][C:6]1[C:7]([C:16]2[NH:25][C:24](=[O:26])[C:23]3[C:18](=[CH:19][C:20]([O:29][CH3:30])=[CH:21][C:22]=3[O:27][CH3:28])[N:17]=2)=[N:8][CH:9]=[C:10]([O:12][CH2:13][CH2:14]O)[CH:11]=1. Product: [F:5][C:6]1[C:7]([C:16]2[NH:25][C:24](=[O:26])[C:23]3[C:18](=[CH:19][C:20]([O:29][CH3:30])=[CH:21][C:22]=3[O:27][CH3:28])[N:17]=2)=[N:8][CH:9]=[C:10]([O:12][CH2:13][CH2:14][Br:2])[CH:11]=1. The catalyst class is: 3. (6) Reactant: [CH:1]([CH:3]1[CH2:8][CH2:7][N:6](C(OCC2C=CC=CC=2)=O)[CH2:5][CH2:4]1)=O.CN.[N+:21]([CH:23]([C:34]1[CH:39]=[CH:38][CH:37]=[CH:36][CH:35]=1)S(C1C=CC(C)=CC=1)(=O)=O)#[C-:22].[NH:40]1CCNC[CH2:41]1. Product: [CH3:41][N:40]1[C:1]([CH:3]2[CH2:8][CH2:7][NH:6][CH2:5][CH2:4]2)=[C:23]([C:34]2[CH:35]=[CH:36][CH:37]=[CH:38][CH:39]=2)[N:21]=[CH:22]1. The catalyst class is: 387. (7) Reactant: [OH-].[Na+:2].C([O:6][C:7]1[CH:30]=[CH:29][C:28]([C:31]2[CH:32]=[N:33][CH:34]=[CH:35][CH:36]=2)=[CH:27][C:8]=1[C:9]([NH:11][C:12]1[CH:21]=[C:20]([C:22]2[O:23][CH:24]=[CH:25][CH:26]=2)[CH:19]=[CH:18][C:13]=1[C:14]([O:16]C)=[O:15])=[O:10])(=O)C.C(O)(=O)CC(CC(O)=O)(C(O)=O)O. Product: [O:23]1[CH:24]=[CH:25][CH:26]=[C:22]1[C:20]1[CH:19]=[CH:18][C:13]([C:14]([O-:16])=[O:15])=[C:12]([NH:11][C:9](=[O:10])[C:8]2[CH:27]=[C:28]([C:31]3[CH:32]=[N:33][CH:34]=[CH:35][CH:36]=3)[CH:29]=[CH:30][C:7]=2[OH:6])[CH:21]=1.[Na+:2]. The catalyst class is: 12. (8) Reactant: [CH3:1][O:2][C:3](=[O:22])[C:4]1[CH:9]=[CH:8][C:7]([O:10][CH3:11])=[C:6]([NH:12][C:13](=[NH:21])[C:14]2[CH:19]=[CH:18][C:17]([F:20])=[CH:16][CH:15]=2)[CH:5]=1.[O-]Cl.[Na+].C([O-])([O-])=O.[Na+].[Na+]. Product: [CH3:1][O:2][C:3]([C:4]1[C:5]2[N:21]=[C:13]([C:14]3[CH:19]=[CH:18][C:17]([F:20])=[CH:16][CH:15]=3)[NH:12][C:6]=2[C:7]([O:10][CH3:11])=[CH:8][CH:9]=1)=[O:22]. The catalyst class is: 5. (9) Reactant: Cl[C:2]1[N:3]=[C:4]([NH:15][C:16]2[CH:17]=[N:18][N:19]([CH2:21][CH2:22][OH:23])[CH:20]=2)[C:5]([C:12]([NH2:14])=[O:13])=[N:6][C:7]=1[C:8]([OH:11])([CH3:10])[CH3:9].[NH2:24][C:25]1[CH:26]=[CH:27][C:28]([F:32])=[C:29]([OH:31])[CH:30]=1.C(=O)([O-])[O-].[K+].[K+].[Cl-].[Na+].O.O. Product: [NH2:24][C:25]1[CH:26]=[CH:27][C:28]([F:32])=[C:29]([CH:30]=1)[O:31][C:2]1[N:3]=[C:4]([NH:15][C:16]2[CH:17]=[N:18][N:19]([CH2:21][CH2:22][OH:23])[CH:20]=2)[C:5]([C:12]([NH2:14])=[O:13])=[N:6][C:7]=1[C:8]([OH:11])([CH3:10])[CH3:9]. The catalyst class is: 60.